This data is from Reaction yield outcomes from USPTO patents with 853,638 reactions. The task is: Predict the reaction yield, written as a fraction of the theoretical maximum amount of product (1.0 means a 100% yield; for example, 0.34 means a 34% yield). (1) The reactants are C([O:4][CH2:5][C:6]([N:8]1[CH2:13][CH2:12][N:11]([C:14]2[CH:15]=[N:16][C:17]([NH:20][C:21]3[N:22]=[CH:23][C:24]4[C:29]5[CH:30]=[CH:31][N:32]=[CH:33][C:28]=5[N:27]([CH:34]5[CH2:38][CH2:37][CH2:36][CH2:35]5)[C:25]=4[N:26]=3)=[CH:18][CH:19]=2)[CH2:10][CH2:9]1)=[O:7])(=O)C.[Li+].[OH-]. The catalyst is C1COCC1.CO.O. The product is [CH:34]1([N:27]2[C:25]3[N:26]=[C:21]([NH:20][C:17]4[N:16]=[CH:15][C:14]([N:11]5[CH2:12][CH2:13][N:8]([C:6](=[O:7])[CH2:5][OH:4])[CH2:9][CH2:10]5)=[CH:19][CH:18]=4)[N:22]=[CH:23][C:24]=3[C:29]3[CH:30]=[CH:31][N:32]=[CH:33][C:28]2=3)[CH2:35][CH2:36][CH2:37][CH2:38]1. The yield is 0.630. (2) The reactants are [NH2:1][C@H:2]([C:7]([OH:9])=[O:8])[C:3]([CH3:6])([CH3:5])[CH3:4].[OH-].[Na+].Cl[C:13]([O:15][CH3:16])=[O:14]. The catalyst is O1CCOCC1. The product is [CH3:16][O:15][C:13]([NH:1][C@@H:2]([C:3]([CH3:6])([CH3:5])[CH3:4])[C:7]([OH:9])=[O:8])=[O:14]. The yield is 0.920. (3) The reactants are [H-].[Na+].[CH:3]1([N:8]([C:14]2[C:19]([CH:20]=O)=[CH:18][N:17]=[C:16]([S:22][CH3:23])[N:15]=2)[CH2:9][C:10]([O:12][CH3:13])=[O:11])[CH2:7][CH2:6][CH2:5][CH2:4]1.O. The catalyst is CCCCCC.C1C=CC=CC=1. The product is [CH:3]1([N:8]2[C:14]3[N:15]=[C:16]([S:22][CH3:23])[N:17]=[CH:18][C:19]=3[CH:20]=[C:9]2[C:10]([O:12][CH3:13])=[O:11])[CH2:7][CH2:6][CH2:5][CH2:4]1. The yield is 0.348. (4) The reactants are [H-].[Na+].[I-].[CH3:4][S+](C)C.[Cl:8][C:9]1[CH:28]=[CH:27][C:12]([O:13][C:14]2[CH:19]=[CH:18][C:17]([C:20](=[O:22])[CH3:21])=[C:16]([C:23]([F:26])([F:25])[F:24])[CH:15]=2)=[CH:11][CH:10]=1. The catalyst is C1COCC1.CS(C)=O. The product is [Cl:8][C:9]1[CH:10]=[CH:11][C:12]([O:13][C:14]2[CH:19]=[CH:18][C:17]([C:20]3([CH3:4])[CH2:21][O:22]3)=[C:16]([C:23]([F:24])([F:25])[F:26])[CH:15]=2)=[CH:27][CH:28]=1. The yield is 0.890. (5) The reactants are [OH:1][C:2]1[CH:7]=[CH:6][C:5]([CH2:8][CH2:9][CH2:10][OH:11])=[CH:4][CH:3]=1.[H-].[Na+].I[CH2:15][CH3:16]. The catalyst is CN(C=O)C.O. The product is [CH2:15]([O:1][C:2]1[CH:3]=[CH:4][C:5]([CH2:8][CH2:9][CH2:10][OH:11])=[CH:6][CH:7]=1)[CH3:16]. The yield is 0.817. (6) The reactants are Cl[C:2]1[N:11]=[C:10]([NH:12][CH2:13][CH:14]([N:21]2[CH2:26][CH2:25][O:24][CH2:23][CH2:22]2)[C:15]2[CH:20]=[CH:19][CH:18]=[CH:17][CH:16]=2)[C:9]2[C:4](=[CH:5][CH:6]=[CH:7][CH:8]=2)[N:3]=1.[CH3:27][S:28]([NH:31][C:32]1[CH:37]=[CH:36][C:35](B(O)O)=[CH:34][CH:33]=1)(=[O:30])=[O:29].CN(C)C1C=CC(C2N=C(NCC(C3C=CC=CC=3)C3NC=CC=3)C3C(=CC=CC=3)N=2)=CC=1. The catalyst is C(Cl)Cl.CO. The product is [O:24]1[CH2:25][CH2:26][N:21]([CH:14]([C:15]2[CH:20]=[CH:19][CH:18]=[CH:17][CH:16]=2)[CH2:13][NH:12][C:10]2[C:9]3[C:4](=[CH:5][CH:6]=[CH:7][CH:8]=3)[N:3]=[C:2]([C:35]3[CH:34]=[CH:33][C:32]([NH:31][S:28]([CH3:27])(=[O:29])=[O:30])=[CH:37][CH:36]=3)[N:11]=2)[CH2:22][CH2:23]1. The yield is 0.450.